From a dataset of Reaction yield outcomes from USPTO patents with 853,638 reactions. Predict the reaction yield, written as a fraction of the theoretical maximum amount of product (1.0 means a 100% yield; for example, 0.34 means a 34% yield). (1) The reactants are Cl[C:2]1[CH:7]=[C:6]([NH:8][C:9]2[CH:18]=[CH:17][C:16]([F:19])=[CH:15][C:10]=2[C:11]([NH:13][CH3:14])=[O:12])[C:5]([Cl:20])=[CH:4][N:3]=1.[CH2:21]([N:23]1[C:27]([NH2:28])=[CH:26][C:25]([CH3:29])=[N:24]1)[CH3:22].C(=O)([O-])[O-].[Cs+].[Cs+].CC1(C)C2C(=C(P(C3C=CC=CC=3)C3C=CC=CC=3)C=CC=2)OC2C(P(C3C=CC=CC=3)C3C=CC=CC=3)=CC=CC1=2. The catalyst is O1CCOCC1.CC([O-])=O.CC([O-])=O.[Pd+2]. The product is [Cl:20][C:5]1[C:6]([NH:8][C:9]2[CH:18]=[CH:17][C:16]([F:19])=[CH:15][C:10]=2[C:11]([NH:13][CH3:14])=[O:12])=[CH:7][C:2]([NH:28][C:27]2[N:23]([CH2:21][CH3:22])[N:24]=[C:25]([CH3:29])[CH:26]=2)=[N:3][CH:4]=1. The yield is 0.250. (2) The reactants are [Cl:1][C:2]1[C:3]([C:11]#[N:12])=[C:4]([C:8]([OH:10])=O)[NH:5][C:6]=1[CH3:7].[NH2:13][C@@H:14]1[CH2:19][CH2:18][N:17]([C:20]([O:22][CH2:23][CH3:24])=[O:21])[CH2:16][C@@H:15]1[O:25][CH2:26][CH:27]=[CH2:28].C1C=CC2N(O)N=NC=2C=1.CN1CCOCC1.CCN=C=NCCCN(C)C.Cl. The catalyst is ClCCl. The product is [Cl:1][C:2]1[C:3]([C:11]#[N:12])=[C:4]([C:8]([NH:13][C@@H:14]2[CH2:19][CH2:18][N:17]([C:20]([O:22][CH2:23][CH3:24])=[O:21])[CH2:16][C@@H:15]2[O:25][CH2:26][CH:27]=[CH2:28])=[O:10])[NH:5][C:6]=1[CH3:7]. The yield is 0.900.